The task is: Predict which catalyst facilitates the given reaction.. This data is from Catalyst prediction with 721,799 reactions and 888 catalyst types from USPTO. Reactant: [NH2:1][C:2]1[CH:3]=[C:4]([C:8]2[C:17]3[C:12](=[C:13]4[CH:21]=[CH:20][CH:19]=[CH:18][C:14]4=[CH:15][CH:16]=3)[NH:11][C:10](=[O:22])[N:9]=2)[CH:5]=[CH:6][CH:7]=1.[C:23]1([S:29](Cl)(=[O:31])=[O:30])[CH:28]=[CH:27][CH:26]=[CH:25][CH:24]=1. The catalyst class is: 17. Product: [O:22]=[C:10]1[N:9]=[C:8]([C:4]2[CH:3]=[C:2]([NH:1][S:29]([C:23]3[CH:28]=[CH:27][CH:26]=[CH:25][CH:24]=3)(=[O:31])=[O:30])[CH:7]=[CH:6][CH:5]=2)[C:17]2[C:12](=[C:13]3[CH:21]=[CH:20][CH:19]=[CH:18][C:14]3=[CH:15][CH:16]=2)[NH:11]1.